Predict the product of the given reaction. From a dataset of Forward reaction prediction with 1.9M reactions from USPTO patents (1976-2016). (1) The product is: [ClH:37].[F:31][C:7]1[CH:8]=[C:9]([C:11]2[N:16]=[C:15]3[N:17]([CH2:20][C:21]4[CH:22]=[C:23]5[C:28](=[CH:29][CH:30]=4)[N:27]=[CH:26][CH:25]=[CH:24]5)[N:18]=[N:19][C:14]3=[CH:13][CH:12]=2)[CH:10]=[C:2]([F:1])[C:3]=1[C:4]([NH2:6])=[O:5]. Given the reactants [F:1][C:2]1[CH:10]=[C:9]([C:11]2[N:16]=[C:15]3[N:17]([CH2:20][C:21]4[CH:22]=[C:23]5[C:28](=[CH:29][CH:30]=4)[N:27]=[CH:26][CH:25]=[CH:24]5)[N:18]=[N:19][C:14]3=[CH:13][CH:12]=2)[CH:8]=[C:7]([F:31])[C:3]=1[C:4]([NH2:6])=[O:5].CCOCC.[ClH:37], predict the reaction product. (2) Given the reactants [CH3:1][N:2]1[CH2:7][CH2:6][N:5]([CH2:8][CH2:9][CH2:10][NH2:11])[CH2:4][CH2:3]1.S(O)(O)(=O)=O.CS[C:19](=[NH:21])[NH2:20].C(NC1N=C(C2C(C(C)C)=NN3C=CC=CC=23)C=CN=1)(C)C, predict the reaction product. The product is: [CH3:1][N:2]1[CH2:7][CH2:6][N:5]([CH2:8][CH2:9][CH2:10][NH:11][C:19]([NH2:21])=[NH:20])[CH2:4][CH2:3]1.